Dataset: Catalyst prediction with 721,799 reactions and 888 catalyst types from USPTO. Task: Predict which catalyst facilitates the given reaction. (1) Reactant: [Cl:1][C:2]1[CH:10]=[CH:9][CH:8]=[CH:7][C:3]=1[CH2:4][NH:5][CH3:6].CCN=C=NCCCN(C)C.[F:22][C:23]([F:50])([F:49])[C:24]1[CH:25]=[C:26]([CH:42]=[C:43]([C:45]([F:48])([F:47])[F:46])[CH:44]=1)[CH2:27][N:28]1[C:32]([C:33]2[CH:38]=[CH:37][CH:36]=[CH:35][N:34]=2)=[C:31]([C:39]([OH:41])=O)[N:30]=[N:29]1. Product: [Cl:1][C:2]1[CH:10]=[CH:9][CH:8]=[CH:7][C:3]=1[CH2:4][N:5]([CH3:6])[C:39]([C:31]1[N:30]=[N:29][N:28]([CH2:27][C:26]2[CH:42]=[C:43]([C:45]([F:47])([F:46])[F:48])[CH:44]=[C:24]([C:23]([F:49])([F:22])[F:50])[CH:25]=2)[C:32]=1[C:33]1[CH:38]=[CH:37][CH:36]=[CH:35][N:34]=1)=[O:41]. The catalyst class is: 79. (2) Reactant: [CH3:1][S:2]([CH2:5][CH2:6][CH2:7][CH2:8][C:9]([O:11][CH3:12])=[O:10])(=[NH:4])=[O:3].[I:13][C:14]1[C:15]([NH2:23])=[N:16][CH:17]=[C:18]([CH:22]=1)[C:19](O)=[O:20].C(N(C(C)C)CC)(C)C.F[P-](F)(F)(F)(F)F.N1(O[P+](N(C)C)(N(C)C)N(C)C)C2C=CC=CC=2N=N1. Product: [NH2:23][C:15]1[N:16]=[CH:17][C:18]([C:19]([N:4]=[S:2]([CH2:5][CH2:6][CH2:7][CH2:8][C:9]([O:11][CH3:12])=[O:10])([CH3:1])=[O:3])=[O:20])=[CH:22][C:14]=1[I:13]. The catalyst class is: 3. (3) Reactant: [C:1]([O:5][C:6]([CH:8]1[CH2:13][CH2:12][N:11]([C:14]2[C:24]([C:25]#[N:26])=[CH:23][C:17]([C:18]([O:20]CC)=[O:19])=[C:16]([CH2:27][N:28]3[CH2:33][CH2:32][CH2:31][CH2:30][C:29]3=[O:34])[N:15]=2)[CH2:10][CH2:9]1)=[O:7])([CH3:4])([CH3:3])[CH3:2].[OH-].[Na+]. Product: [C:1]([O:5][C:6]([CH:8]1[CH2:9][CH2:10][N:11]([C:14]2[C:24]([C:25]#[N:26])=[CH:23][C:17]([C:18]([OH:20])=[O:19])=[C:16]([CH2:27][N:28]3[CH2:33][CH2:32][CH2:31][CH2:30][C:29]3=[O:34])[N:15]=2)[CH2:12][CH2:13]1)=[O:7])([CH3:4])([CH3:2])[CH3:3]. The catalyst class is: 23. (4) Reactant: [CH3:1][C:2]1[CH:7]=[C:6]([C:8]2[CH:9]=[C:10]([NH2:14])[CH:11]=[CH:12][CH:13]=2)[N:5]2[N:15]=[C:16]([C:18]3[CH:23]=[CH:22][N:21]=[CH:20][CH:19]=3)[CH:17]=[C:4]2[N:3]=1.[F:24][C:25]([F:36])([F:35])[C:26]1[CH:27]=[C:28]([CH:32]=[CH:33][CH:34]=1)[C:29](Cl)=[O:30]. Product: [CH3:1][C:2]1[CH:7]=[C:6]([C:8]2[CH:9]=[C:10]([NH:14][C:29](=[O:30])[C:28]3[CH:32]=[CH:33][CH:34]=[C:26]([C:25]([F:24])([F:35])[F:36])[CH:27]=3)[CH:11]=[CH:12][CH:13]=2)[N:5]2[N:15]=[C:16]([C:18]3[CH:23]=[CH:22][N:21]=[CH:20][CH:19]=3)[CH:17]=[C:4]2[N:3]=1. The catalyst class is: 17. (5) Reactant: Cl[C:2]1[CH:7]=[CH:6][C:5]([C:8](=[O:10])[CH3:9])=[C:4]([N+:11]([O-:13])=[O:12])[CH:3]=1.[CH3:14][C@H:15]1[CH2:20][NH:19][CH2:18][C@@H:17]([CH3:21])[NH:16]1. Product: [CH3:14][C@H:15]1[NH:16][C@@H:17]([CH3:21])[CH2:18][N:19]([C:2]2[CH:7]=[CH:6][C:5]([C:8](=[O:10])[CH3:9])=[C:4]([N+:11]([O-:13])=[O:12])[CH:3]=2)[CH2:20]1. The catalyst class is: 435. (6) Reactant: [Si]([O:18][CH:19]1[CH2:23][CH2:22][N:21]([C:24]2[CH:29]=[CH:28][CH:27]=[CH:26][C:25]=2[S:30]([NH:33][C:34]2[S:35][CH:36]=[CH:37][N:38]=2)(=[O:32])=[O:31])[C:20]1=[O:39])(C(C)(C)C)(C1C=CC=CC=1)C1C=CC=CC=1.[F-].C([N+](CCCC)(CCCC)CCCC)CCC.O. Product: [OH:18][CH:19]1[CH2:23][CH2:22][N:21]([C:24]2[CH:29]=[CH:28][CH:27]=[CH:26][C:25]=2[S:30]([NH:33][C:34]2[S:35][CH:36]=[CH:37][N:38]=2)(=[O:31])=[O:32])[C:20]1=[O:39]. The catalyst class is: 1. (7) Reactant: [CH3:1][N:2]([CH3:17])[C:3](=O)[CH2:4][CH2:5][C:6]1[C:14]2[C:13](=O)[CH2:12][CH2:11][CH2:10][C:9]=2[NH:8][CH:7]=1.[H-].[Al+3].[Li+].[H-].[H-].[H-].[OH-].[Na+].S([O-])([O-])(=O)=O.[Na+].[Na+]. Product: [CH3:17][N:2]([CH3:1])[CH2:3][CH2:4][CH2:5][C:6]1[C:14]2[CH2:13][CH2:12][CH2:11][CH2:10][C:9]=2[NH:8][CH:7]=1. The catalyst class is: 30.